Dataset: NCI-60 drug combinations with 297,098 pairs across 59 cell lines. Task: Regression. Given two drug SMILES strings and cell line genomic features, predict the synergy score measuring deviation from expected non-interaction effect. (1) Synergy scores: CSS=9.51, Synergy_ZIP=-2.73, Synergy_Bliss=3.94, Synergy_Loewe=-2.59, Synergy_HSA=2.67. Cell line: HOP-92. Drug 2: CC1=C(C(=O)C2=C(C1=O)N3CC4C(C3(C2COC(=O)N)OC)N4)N. Drug 1: CC1=C(C(CCC1)(C)C)C=CC(=CC=CC(=CC(=O)O)C)C. (2) Drug 1: CN1CCC(CC1)COC2=C(C=C3C(=C2)N=CN=C3NC4=C(C=C(C=C4)Br)F)OC. Drug 2: CC(C1=C(C=CC(=C1Cl)F)Cl)OC2=C(N=CC(=C2)C3=CN(N=C3)C4CCNCC4)N. Cell line: OVCAR-4. Synergy scores: CSS=9.98, Synergy_ZIP=-1.88, Synergy_Bliss=2.08, Synergy_Loewe=1.14, Synergy_HSA=1.47. (3) Drug 1: C1CNP(=O)(OC1)N(CCCl)CCCl. Drug 2: CC1C(C(CC(O1)OC2CC(CC3=C2C(=C4C(=C3O)C(=O)C5=C(C4=O)C(=CC=C5)OC)O)(C(=O)CO)O)N)O.Cl. Cell line: OVCAR-8. Synergy scores: CSS=33.2, Synergy_ZIP=1.01, Synergy_Bliss=-0.296, Synergy_Loewe=-36.6, Synergy_HSA=-0.638. (4) Drug 1: CN1CCC(CC1)COC2=C(C=C3C(=C2)N=CN=C3NC4=C(C=C(C=C4)Br)F)OC. Drug 2: CNC(=O)C1=NC=CC(=C1)OC2=CC=C(C=C2)NC(=O)NC3=CC(=C(C=C3)Cl)C(F)(F)F. Cell line: HOP-92. Synergy scores: CSS=20.5, Synergy_ZIP=-6.57, Synergy_Bliss=-10.0, Synergy_Loewe=-10.2, Synergy_HSA=-9.65. (5) Drug 1: CCCCCOC(=O)NC1=NC(=O)N(C=C1F)C2C(C(C(O2)C)O)O. Drug 2: CC=C1C(=O)NC(C(=O)OC2CC(=O)NC(C(=O)NC(CSSCCC=C2)C(=O)N1)C(C)C)C(C)C. Cell line: OVCAR-5. Synergy scores: CSS=28.9, Synergy_ZIP=0.297, Synergy_Bliss=-4.91, Synergy_Loewe=-71.0, Synergy_HSA=-8.44. (6) Drug 1: C1=NC2=C(N=C(N=C2N1C3C(C(C(O3)CO)O)F)Cl)N. Drug 2: C1CCC(C(C1)N)N.C(=O)(C(=O)[O-])[O-].[Pt+4]. Cell line: HT29. Synergy scores: CSS=37.0, Synergy_ZIP=5.96, Synergy_Bliss=6.97, Synergy_Loewe=6.67, Synergy_HSA=7.05.